From a dataset of Catalyst prediction with 721,799 reactions and 888 catalyst types from USPTO. Predict which catalyst facilitates the given reaction. (1) Reactant: [Cl:1][C:2]1[N:7]=[C:6]([Cl:8])[C:5]([CH:9](Br)[CH3:10])=[CH:4][N:3]=1.[CH3:12][O:13][C:14]1[CH:19]=[CH:18][C:17]([NH2:20])=[CH:16][CH:15]=1.C(=O)([O-])[O-].[K+].[K+].[I-].[K+]. Product: [Cl:1][C:2]1[N:7]=[C:6]([Cl:8])[C:5]([CH:9]([NH:20][C:17]2[CH:18]=[CH:19][C:14]([O:13][CH3:12])=[CH:15][CH:16]=2)[CH3:10])=[CH:4][N:3]=1. The catalyst class is: 10. (2) Reactant: [F:1][C:2]1[CH:7]=[C:6]([F:8])[C:5]([F:9])=[CH:4][C:3]=1[CH:10]1[CH2:15][CH:14]([C:16]([O:18]C)=[O:17])[CH2:13][CH2:12][N:11]1[C:20]([O:22][CH3:23])=[O:21].[Br-].[Li+].C(N(CC)CC)C.CC(OC)(C)C. Product: [CH3:23][O:22][C:20]([N:11]1[CH2:12][CH2:13][CH:14]([C:16]([OH:18])=[O:17])[CH2:15][CH:10]1[C:3]1[CH:4]=[C:5]([F:9])[C:6]([F:8])=[CH:7][C:2]=1[F:1])=[O:21]. The catalyst class is: 47. (3) Reactant: C[O:2][C:3](=[O:31])[CH2:4][O:5][C:6]1[CH:15]=[CH:14][C:13]([Cl:16])=[C:12]2[C:7]=1[C:8]([CH3:30])=[C:9]([CH2:21][C:22]1[CH:27]=[CH:26][C:25]([C:28]#[N:29])=[CH:24][CH:23]=1)[C:10]([O:17][CH:18]([F:20])[F:19])=[N:11]2.[OH-].[Li+]. Product: [Cl:16][C:13]1[CH:14]=[CH:15][C:6]([O:5][CH2:4][C:3]([OH:31])=[O:2])=[C:7]2[C:12]=1[N:11]=[C:10]([O:17][CH:18]([F:19])[F:20])[C:9]([CH2:21][C:22]1[CH:27]=[CH:26][C:25]([C:28]#[N:29])=[CH:24][CH:23]=1)=[C:8]2[CH3:30]. The catalyst class is: 30. (4) Reactant: [CH3:1][Li].[Br:3][C:4]1[CH:5]=[C:6]2[NH:12][C:11](=[O:13])[C:10]3([CH2:18][CH2:17][C:16](=[O:19])[CH2:15][CH2:14]3)[C:7]2=[N:8][CH:9]=1.[Cl-].[NH4+]. Product: [Br:3][C:4]1[CH:5]=[C:6]2[NH:12][C:11](=[O:13])[C:10]3([CH2:18][CH2:17][C:16]([OH:19])([CH3:1])[CH2:15][CH2:14]3)[C:7]2=[N:8][CH:9]=1. The catalyst class is: 7. (5) Reactant: [Cl:1][C:2]1[S:6][C:5]([C:7]([OH:9])=O)=[CH:4][CH:3]=1.CN(C)C=O.S(Cl)([Cl:17])=O. Product: [Cl:1][C:2]1[S:6][C:5]([C:7]([Cl:17])=[O:9])=[CH:4][CH:3]=1. The catalyst class is: 4. (6) Reactant: [F:1][C:2]1[C:3]([O:49]C)=[CH:4][C:5]([CH2:44][C:45]([F:48])([F:47])[F:46])=[C:6]([C:8]2[N:13]=[C:12]3[N:14](COCC[Si](C)(C)C)[N:15]=[C:16]([C:17]([OH:19])=O)[C:11]3=[C:10]([NH:28][CH2:29][C:30]3[CH:35]=[C:34]([O:36]C)[CH:33]=[CH:32][C:31]=3[N:38]([CH3:43])[S:39]([CH3:42])(=[O:41])=[O:40])[N:9]=2)[CH:7]=1.C1C=CC2N(O)N=[N:57]C=2C=1.CCN=C=NCCCN(C)C.[Cl-].[NH4+].CCN(C(C)C)C(C)C.B(Br)(Br)Br. Product: [F:1][C:2]1[C:3]([OH:49])=[CH:4][C:5]([CH2:44][C:45]([F:47])([F:46])[F:48])=[C:6]([C:8]2[N:13]=[C:12]3[NH:14][N:15]=[C:16]([C:17]([NH2:57])=[O:19])[C:11]3=[C:10]([NH:28][CH2:29][C:30]3[CH:35]=[C:34]([OH:36])[CH:33]=[CH:32][C:31]=3[N:38]([CH3:43])[S:39]([CH3:42])(=[O:40])=[O:41])[N:9]=2)[CH:7]=1. The catalyst class is: 4. (7) Reactant: [F:1][C:2]1[CH:3]=[C:4]([CH:22]=[C:23]([F:25])[CH:24]=1)[CH2:5][C:6]1[CH:7]=[C:8]2[C:12](=[CH:13][CH:14]=1)[NH:11][N:10]=[C:9]2[NH:15][C:16](=[O:21])[C:17]([F:20])([F:19])[F:18].[C:26](Cl)([C:39]1[CH:44]=[CH:43][CH:42]=[CH:41][CH:40]=1)([C:33]1[CH:38]=[CH:37][CH:36]=[CH:35][CH:34]=1)[C:27]1[CH:32]=[CH:31][CH:30]=[CH:29][CH:28]=1.N12CCCN=C1CCCCC2. Product: [F:1][C:2]1[CH:3]=[C:4]([CH:22]=[C:23]([F:25])[CH:24]=1)[CH2:5][C:6]1[CH:7]=[C:8]2[C:12](=[CH:13][CH:14]=1)[N:11]([C:26]([C:27]1[CH:32]=[CH:31][CH:30]=[CH:29][CH:28]=1)([C:39]1[CH:40]=[CH:41][CH:42]=[CH:43][CH:44]=1)[C:33]1[CH:34]=[CH:35][CH:36]=[CH:37][CH:38]=1)[N:10]=[C:9]2[NH:15][C:16](=[O:21])[C:17]([F:20])([F:19])[F:18]. The catalyst class is: 4.